Dataset: Full USPTO retrosynthesis dataset with 1.9M reactions from patents (1976-2016). Task: Predict the reactants needed to synthesize the given product. (1) Given the product [CH2:1]([N:8]1[CH:12]=[C:11]([C:13]2[NH:21][C:20]3[C:19](=[O:22])[N:18]([CH2:23][CH2:24][CH3:25])[C:17]([NH:30][CH3:27])=[N:16][C:15]=3[N:14]=2)[CH:10]=[N:9]1)[C:2]1[CH:7]=[CH:6][CH:5]=[CH:4][CH:3]=1, predict the reactants needed to synthesize it. The reactants are: [CH2:1]([N:8]1[CH:12]=[C:11]([C:13]2[NH:21][C:20]3[C:19](=[O:22])[N:18]([CH2:23][CH2:24][CH3:25])[C:17](Cl)=[N:16][C:15]=3[N:14]=2)[CH:10]=[N:9]1)[C:2]1[CH:7]=[CH:6][CH:5]=[CH:4][CH:3]=1.[CH:27]([N:30](C(C)C)CC)(C)C.CN. (2) Given the product [Cl:7][C:6]1[C:5](=[O:8])[N:4]([C:9]2[CH:14]=[CH:13][C:12]([F:15])=[C:11]([Cl:16])[CH:10]=2)[C:3](=[O:17])[C:2]=1[N:18]1[CH2:23][CH2:22][O:21][CH2:20][CH2:19]1, predict the reactants needed to synthesize it. The reactants are: Cl[C:2]1[C:3](=[O:17])[N:4]([C:9]2[CH:14]=[CH:13][C:12]([F:15])=[C:11]([Cl:16])[CH:10]=2)[C:5](=[O:8])[C:6]=1[Cl:7].[NH:18]1[CH2:23][CH2:22][O:21][CH2:20][CH2:19]1. (3) Given the product [Si:1]([O:8][CH2:9][C@@H:10]([NH:13][C:14]([C:16]1[N:17]=[C:18]([N:21]2[CH2:22][CH:23]([O:25][S:27]([CH3:26])(=[O:29])=[O:28])[CH2:24]2)[S:19][CH:20]=1)=[O:15])[CH2:11][CH3:12])([C:4]([CH3:5])([CH3:6])[CH3:7])([CH3:3])[CH3:2], predict the reactants needed to synthesize it. The reactants are: [Si:1]([O:8][CH2:9][C@@H:10]([NH:13][C:14]([C:16]1[N:17]=[C:18]([N:21]2[CH2:24][CH:23]([OH:25])[CH2:22]2)[S:19][CH:20]=1)=[O:15])[CH2:11][CH3:12])([C:4]([CH3:7])([CH3:6])[CH3:5])([CH3:3])[CH3:2].[CH3:26][S:27](Cl)(=[O:29])=[O:28].C(N(CC)CC)C. (4) The reactants are: O.O[N:3]1C2C=CC=CC=2N=N1.Cl.CN(C)CCCN=C=NCC.[C:24]1([C:30]2([C:42]3[CH:47]=[CH:46][CH:45]=[CH:44][CH:43]=3)[CH2:38][C:37]3[NH:36][N:35]=[C:34]([C:39](O)=[O:40])[C:33]=3[CH:32]=[CH:31]2)[CH:29]=[CH:28][CH:27]=[CH:26][CH:25]=1.[OH-].[NH4+]. Given the product [C:24]1([C:30]2([C:42]3[CH:47]=[CH:46][CH:45]=[CH:44][CH:43]=3)[CH2:38][C:37]3[NH:36][N:35]=[C:34]([C:39]([NH2:3])=[O:40])[C:33]=3[CH:32]=[CH:31]2)[CH:29]=[CH:28][CH:27]=[CH:26][CH:25]=1, predict the reactants needed to synthesize it.